Task: Predict the product of the given reaction.. Dataset: Forward reaction prediction with 1.9M reactions from USPTO patents (1976-2016) (1) Given the reactants [F:1][C:2]([F:11])([F:10])[CH2:3][CH2:4][CH:5]([C:8]#[N:9])[C:6]#[N:7].C(=O)([O-])[O-].[K+].[K+].[F:18][C:19]1[N:24]=[CH:23][C:22]([CH2:25]Br)=[CH:21][CH:20]=1, predict the reaction product. The product is: [F:18][C:19]1[N:24]=[CH:23][C:22]([CH2:25][C:5]([CH2:4][CH2:3][C:2]([F:10])([F:11])[F:1])([C:8]#[N:9])[C:6]#[N:7])=[CH:21][CH:20]=1. (2) Given the reactants [CH2:1]1[CH:5]2[CH2:6][NH:7][CH2:8][CH:4]2[CH2:3][N:2]1[C:9]([C:11]1[CH:16]=[CH:15][CH:14]=[CH:13][C:12]=1[C:17]1[S:18][CH:19]=[CH:20][CH:21]=1)=[O:10].Cl[C:23]1[CH:28]=[CH:27][CH:26]=[C:25]([C:29]([F:32])([F:31])[F:30])[N:24]=1, predict the reaction product. The product is: [S:18]1[CH:19]=[CH:20][CH:21]=[C:17]1[C:12]1[CH:13]=[CH:14][CH:15]=[CH:16][C:11]=1[C:9]([N:2]1[CH2:3][CH:4]2[CH:5]([CH2:6][N:7]([C:23]3[CH:28]=[CH:27][CH:26]=[C:25]([C:29]([F:32])([F:31])[F:30])[N:24]=3)[CH2:8]2)[CH2:1]1)=[O:10]. (3) Given the reactants [NH2:1][CH:2]([C:11]1[C:16]([O:17][CH3:18])=[CH:15][CH:14]=[CH:13][C:12]=1[O:19][CH3:20])[CH2:3][CH2:4][CH2:5][CH2:6][C:7]([O:9]C)=O.[C:21]1([C:27]2[CH:28]=[C:29]([CH:32]=[CH:33][N:34]=2)[CH:30]=O)[CH:26]=[CH:25][CH:24]=[CH:23][CH:22]=1, predict the reaction product. The product is: [CH3:20][O:19][C:12]1[CH:13]=[CH:14][CH:15]=[C:16]([O:17][CH3:18])[C:11]=1[CH:2]1[N:1]([CH2:30][C:29]2[CH:32]=[CH:33][N:34]=[C:27]([C:21]3[CH:22]=[CH:23][CH:24]=[CH:25][CH:26]=3)[CH:28]=2)[C:7](=[O:9])[CH2:6][CH2:5][CH2:4][CH2:3]1. (4) The product is: [CH3:1][O:2][C:3](=[O:27])[CH2:4][C:5]1[CH:6]=[C:7]([C:13]2[CH:18]=[CH:17][C:16]([C:19]([F:21])([F:20])[F:22])=[CH:15][C:14]=2[CH2:23][N:24]([C:29]([O:31][CH2:32][C:33]2[CH:38]=[CH:37][CH:36]=[C:35]([Cl:39])[CH:34]=2)=[O:30])[CH2:25][CH3:26])[C:8]([O:11][CH3:12])=[CH:9][CH:10]=1. Given the reactants [CH3:1][O:2][C:3](=[O:27])[CH2:4][C:5]1[CH:6]=[C:7]([C:13]2[CH:18]=[CH:17][C:16]([C:19]([F:22])([F:21])[F:20])=[CH:15][C:14]=2[CH2:23][NH:24][CH2:25][CH3:26])[C:8]([O:11][CH3:12])=[CH:9][CH:10]=1.Cl[C:29]([O:31][CH2:32][C:33]1[CH:38]=[CH:37][CH:36]=[C:35]([Cl:39])[CH:34]=1)=[O:30], predict the reaction product. (5) The product is: [N:15]([C@H:35]([CH:37]1[CH2:41][CH2:40][CH2:39][O:38]1)[C:33]1[O:34][C:30]([CH3:29])=[CH:31][CH:32]=1)=[N+:16]=[N-:17]. Given the reactants C1(P([N:15]=[N+:16]=[N-:17])(C2C=CC=CC=2)=O)C=CC=CC=1.N12CCCN=C1CCCCC2.[CH3:29][C:30]1[O:34][C:33]([C@@H:35]([CH:37]2[CH2:41][CH2:40][CH2:39][O:38]2)O)=[CH:32][CH:31]=1.O, predict the reaction product. (6) Given the reactants Cl.ON1C2C=CC=CC=2N=N1.CN(C)CCCN=C=NCC.CN1CCOCC1.[F:30][C:31]([F:41])([F:40])[CH2:32][CH2:33][C:34](N(OC)C)=[O:35].[CH2:42]([Mg]Cl)[C:43]1[CH:48]=[CH:47][CH:46]=[CH:45][CH:44]=1, predict the reaction product. The product is: [F:30][C:31]([F:41])([F:40])[CH2:32][CH2:33][C:34](=[O:35])[CH2:42][C:43]1[CH:48]=[CH:47][CH:46]=[CH:45][CH:44]=1. (7) Given the reactants C([O-])=O.[NH4+:4].[C:5]([CH:9]1[CH2:14][CH2:13][C:12](=O)[CH2:11][CH2:10]1)([CH3:8])([CH3:7])[CH3:6].C(O)(=O)C, predict the reaction product. The product is: [C:5]([C@@H:9]1[CH2:14][CH2:13][C@H:12]([NH2:4])[CH2:11][CH2:10]1)([CH3:8])([CH3:7])[CH3:6]. (8) Given the reactants [O:1]1[C:9]2[CH:8]=[CH:7][N:6]=[C:5]([NH:10][C:11](=[O:18])[C:12]3[CH:17]=[CH:16][CH:15]=[CH:14][CH:13]=3)[C:4]=2[CH:3]=[CH:2]1.C([Li])CCC.CN(C)[CH:26]=[O:27].[Cl-].[NH4+], predict the reaction product. The product is: [CH:26]([C:2]1[O:1][C:9]2[CH:8]=[CH:7][N:6]=[C:5]([NH:10][C:11](=[O:18])[C:12]3[CH:17]=[CH:16][CH:15]=[CH:14][CH:13]=3)[C:4]=2[CH:3]=1)=[O:27].